This data is from Catalyst prediction with 721,799 reactions and 888 catalyst types from USPTO. The task is: Predict which catalyst facilitates the given reaction. (1) Reactant: CI.[C:3]([O-])([O-])=O.[K+].[K+].[CH:9]([O:12][C:13]([C:15]1[C:16](=[O:36])[NH:17][C:18]([N:23]2[CH2:28][CH2:27][CH:26]([C:29]([O:31][C:32]([CH3:35])([CH3:34])[CH3:33])=[O:30])[CH2:25][CH2:24]2)=[C:19]([C:21]#[N:22])[CH:20]=1)=[O:14])([CH3:11])[CH3:10].C(Cl)Cl. Product: [CH:9]([O:12][C:13](=[O:14])[C:15]1[CH:20]=[C:19]([C:21]#[N:22])[C:18]([N:23]2[CH2:28][CH2:27][CH:26]([C:29]([O:31][C:32]([CH3:34])([CH3:33])[CH3:35])=[O:30])[CH2:25][CH2:24]2)=[N:17][C:16]=1[O:36][CH3:3])([CH3:11])[CH3:10]. The catalyst class is: 3. (2) Reactant: [Cl:1][CH2:2][CH2:3][CH2:4][CH2:5][N:6]1[CH:11]=[C:10]([C:12]2[CH:17]=[CH:16][N:15]=[C:14]([CH3:18])[CH:13]=2)[C:9](=[O:19])[NH:8][C:7]1=[O:20].[F:21][C:22]([F:36])([F:35])[C:23]1[CH:28]=[CH:27][C:26]([C@:29]23[CH2:34][C@H:33]2[CH2:32][NH:31][CH2:30]3)=[CH:25][CH:24]=1. Product: [ClH:1].[ClH:1].[CH3:18][C:14]1[CH:13]=[C:12]([C:10]2[C:9](=[O:19])[NH:8][C:7](=[O:20])[N:6]([CH2:5][CH2:4][CH2:3][CH2:2][N:31]3[CH2:32][C@H:33]4[C@:29]([C:26]5[CH:25]=[CH:24][C:23]([C:22]([F:21])([F:36])[F:35])=[CH:28][CH:27]=5)([CH2:34]4)[CH2:30]3)[CH:11]=2)[CH:17]=[CH:16][N:15]=1. The catalyst class is: 14. (3) The catalyst class is: 558. Product: [Cl:26][C:23]1[CH:24]=[CH:25][C:20]([N:11]2[C:10](=[O:27])[C:9]([O:8][C:5]3[CH:6]=[CH:7][C:2]([C:30]4[CH:35]=[CH:34][N:33]=[CH:32][CH:31]=4)=[CH:3][CH:4]=3)=[C:14]([N:15]3[CH:19]=[CH:18][N:17]=[CH:16]3)[CH:13]=[N:12]2)=[CH:21][CH:22]=1. Reactant: Br[C:2]1[CH:7]=[CH:6][C:5]([O:8][C:9]2[C:10](=[O:27])[N:11]([C:20]3[CH:25]=[CH:24][C:23]([Cl:26])=[CH:22][CH:21]=3)[N:12]=[CH:13][C:14]=2[N:15]2[CH:19]=[CH:18][N:17]=[CH:16]2)=[CH:4][CH:3]=1.C[Sn](C)(C)[C:30]1[CH:35]=[CH:34][N:33]=[CH:32][CH:31]=1.C(N(C(C)C)C(C)C)C.